From a dataset of Catalyst prediction with 721,799 reactions and 888 catalyst types from USPTO. Predict which catalyst facilitates the given reaction. (1) Reactant: [H-].[Na+].[F:3][C:4]([F:15])([F:14])[CH:5]([C:7]1[CH:12]=[CH:11][C:10]([F:13])=[CH:9][CH:8]=1)[OH:6].[F:16][C:17]([F:23])([F:22])[S:18](Cl)(=[O:20])=[O:19]. Product: [F:15][C:4]([F:3])([F:14])[CH:5]([O:6][S:18]([C:17]([F:23])([F:22])[F:16])(=[O:20])=[O:19])[C:7]1[CH:8]=[CH:9][C:10]([F:13])=[CH:11][CH:12]=1. The catalyst class is: 27. (2) Reactant: C([O-])([O-])=O.[K+].[K+].Br.Br[CH2:9][C:10]1[CH:15]=[CH:14][CH:13]=[CH:12][N:11]=1.[CH3:16][C:17]1[N:21]2[C:22]3[CH:28]=[C:27]([CH3:29])[NH:26][C:23]=3[CH:24]=[CH:25][C:20]2=[N:19][N:18]=1.CN(C=O)C. Product: [CH3:16][C:17]1[N:21]2[C:22]3[CH:28]=[C:27]([CH3:29])[N:26]([CH2:9][C:10]4[CH:15]=[CH:14][CH:13]=[CH:12][N:11]=4)[C:23]=3[CH:24]=[CH:25][C:20]2=[N:19][N:18]=1. The catalyst class is: 23. (3) Reactant: C([O:3][C:4]([C:6]1[CH:10]=[CH:9][O:8][C:7]=1[C:11]([F:14])([F:13])[F:12])=O)C.[H-].[Al+3].[Li+].[H-].[H-].[H-]. Product: [F:14][C:11]([F:12])([F:13])[C:7]1[O:8][CH:9]=[CH:10][C:6]=1[CH2:4][OH:3]. The catalyst class is: 7.